Dataset: NCI-60 drug combinations with 297,098 pairs across 59 cell lines. Task: Regression. Given two drug SMILES strings and cell line genomic features, predict the synergy score measuring deviation from expected non-interaction effect. (1) Drug 1: CN1C(=O)N2C=NC(=C2N=N1)C(=O)N. Drug 2: C1=NNC2=C1C(=O)NC=N2. Cell line: NCIH23. Synergy scores: CSS=-3.24, Synergy_ZIP=1.87, Synergy_Bliss=2.41, Synergy_Loewe=-3.99, Synergy_HSA=-3.80. (2) Drug 1: C(CC(=O)O)C(=O)CN.Cl. Drug 2: C1C(C(OC1N2C=NC3=C2NC=NCC3O)CO)O. Cell line: OVCAR-8. Synergy scores: CSS=0.394, Synergy_ZIP=0.830, Synergy_Bliss=1.72, Synergy_Loewe=-1.93, Synergy_HSA=-1.65.